From a dataset of Forward reaction prediction with 1.9M reactions from USPTO patents (1976-2016). Predict the product of the given reaction. (1) Given the reactants [F:1][C:2]1[CH:26]=[C:25]([F:27])[CH:24]=[CH:23][C:3]=1/[CH:4]=[C:5]1/[C:6](=[O:22])[C:7]2[C:12]([CH2:13]/1)=[CH:11][C:10]([N:14]1[CH2:19][CH2:18][O:17][CH2:16][CH2:15]1)=[C:9]([O:20][CH3:21])[CH:8]=2, predict the reaction product. The product is: [F:1][C:2]1[CH:26]=[C:25]([F:27])[CH:24]=[CH:23][C:3]=1[CH2:4][CH:5]1[CH2:13][C:12]2[C:7](=[CH:8][C:9]([O:20][CH3:21])=[C:10]([N:14]3[CH2:15][CH2:16][O:17][CH2:18][CH2:19]3)[CH:11]=2)[C:6]1=[O:22]. (2) Given the reactants [CH3:1][S:2](Cl)(=[O:4])=[O:3].N1C=CC=CC=1.[C:12]([O:16][C:17]([N:19]1[CH2:24][CH2:23][N:22]([C:25]2[CH:30]=[CH:29][C:28]([NH:31][C:32]([NH:34][C:35]3[CH:40]=[C:39]([Cl:41])[CH:38]=[CH:37][C:36]=3[NH2:42])=[O:33])=[CH:27][CH:26]=2)[CH2:21][CH2:20]1)=[O:18])([CH3:15])([CH3:14])[CH3:13].C(OC(C)C)(C)C, predict the reaction product. The product is: [C:12]([O:16][C:17]([N:19]1[CH2:24][CH2:23][N:22]([C:25]2[CH:26]=[CH:27][C:28]([NH:31][C:32]([NH:34][C:35]3[CH:40]=[C:39]([Cl:41])[CH:38]=[CH:37][C:36]=3[NH:42][S:2]([CH3:1])(=[O:4])=[O:3])=[O:33])=[CH:29][CH:30]=2)[CH2:21][CH2:20]1)=[O:18])([CH3:15])([CH3:13])[CH3:14]. (3) Given the reactants N=C=N.[OH:4][CH2:5][C:6]([OH:8])=O.[CH3:9][C@@H:10]1[CH2:14][CH2:13][CH2:12][N:11]1[CH2:15][CH2:16][C:17]1[CH:22]=[CH:21][C:20]([C:23]2[CH:24]=[C:25]3[C:30](=[CH:31][CH:32]=2)[CH2:29][NH:28][CH2:27][CH2:26]3)=[CH:19][CH:18]=1.C(N(CC)CC)C.[ClH:40], predict the reaction product. The product is: [ClH:40].[OH:4][CH2:5][C:6]([N:28]1[CH2:27][CH2:26][C:25]2[C:30](=[CH:31][CH:32]=[C:23]([C:20]3[CH:21]=[CH:22][C:17]([CH2:16][CH2:15][N:11]4[CH2:12][CH2:13][CH2:14][C@H:10]4[CH3:9])=[CH:18][CH:19]=3)[CH:24]=2)[CH2:29]1)=[O:8].